From a dataset of Experimentally validated miRNA-target interactions with 360,000+ pairs, plus equal number of negative samples. Binary Classification. Given a miRNA mature sequence and a target amino acid sequence, predict their likelihood of interaction. (1) The miRNA is hsa-miR-212-3p with sequence UAACAGUCUCCAGUCACGGCC. The protein sequence of the target gene is MTRDQNGTWEMESNENFEGYMKALDIDFATRKIAVRLTQTKVIDQDGDNFKTKTTSTFRNYDVDFTVGVEFDEYTKSLDNRHVKALVTWEGDVLVCVQKGEKENRGWKQWIEGDKLYLELTCGDQVCRQVFKKK. Result: 1 (interaction). (2) The miRNA is hsa-miR-618 with sequence AAACUCUACUUGUCCUUCUGAGU. The protein sequence of the target gene is MNAVGSPEGQELQKLGSGAWDNPAYSGPPSPHGTLRVCTISSTGPLQPQPKKPEDEPQETAYRTQVSSCCLHICQGIRGLWGTTLTENTAENRELYIKTTLRELLVYIVFLVDICLLTYGMTSSSAYYYTKVMSELFLHTPSDTGVSFQAISSMADFWDFAQGPLLDSLYWTKWYNNQSLGHGSHSFIYYENMLLGVPRLRQLKVRNDSCVVHEDFREDILSCYDVYSPDKEEQLPFGPFNGTAWTYHSQDELGGFSHWGRLTSYSGGGYYLDLPGSRQGSAEALRALQEGLWLDRGTRV.... Result: 0 (no interaction). (3) The miRNA is hsa-miR-98-5p with sequence UGAGGUAGUAAGUUGUAUUGUU. The protein sequence of the target gene is MVCEKCEKKLGRVITPDTWKDGARNTTESGGRKLNENKALTSKKARFDPYGKNKFSTCRICKSSVHQPGSHYCQGCAYKKGICAMCGKKVLDTKNYKQTSV. Result: 0 (no interaction). (4) The miRNA is hsa-miR-6742-5p with sequence AGUGGGGUGGGACCCAGCUGUU. The protein sequence of the target gene is MASLDDPGEVREGFLCPLCLKDLQSFYQLQSHYEEEHLEDRDVKGQIKNLVQKARKAKNKLLKREGDDRVEPGTQGYESFSYGGVDPYMWEPQELGAMRSHLSDFKKHRAARIDHYVVEVNKLIIRLEKLTAFDRTNTETSKIRAIEKSVVPWVNDQDVPFCPDCGNKFSIRNRRHHCRLCGSIMCKKCMELIGLPLAHKLTSASKDSLSTHTSPSQSPNSVHGSRRGSISSMSSVSSVLDEKDDDRIRCCTHCKDKLLKREQQMDEKEHTPDIVKLYEKLRLCMEKVDQKAPEYIRMAA.... Result: 0 (no interaction). (5) The miRNA is hsa-miR-4482-3p with sequence UUUCUAUUUCUCAGUGGGGCUC. The protein sequence of the target gene is MDPNCSCATGGSCTCAGSCKCKECKCTSCKKSCCSCCPVGCAKCAQGCVCKGASEKCSCCA. Result: 1 (interaction). (6) The miRNA is hsa-miR-6514-5p with sequence UAUGGAGUGGACUUUCAGCUGGC. The protein sequence of the target gene is MRALLARLLLCVLVVSDSKGSNELHQVPSNCDCLNGGTCVSNKYFSNIHWCNCPKKFGGQHCEIDKSKTCYEGNGHFYRGKASTDTMGRPCLPWNSATVLQQTYHAHRSDALQLGLGKHNYCRNPDNRRRPWCYVQVGLKPLVQECMVHDCADGKKPSSPPEELKFQCGQKTLRPRFKIIGGEFTTIENQPWFAAIYRRHRGGSVTYVCGGSLISPCWVISATHCFIDYPKKEDYIVYLGRSRLNSNTQGEMKFEVENLILHKDYSADTLAHHNDIALLKIRSKEGRCAQPSRTIQTICL.... Result: 0 (no interaction). (7) The miRNA is hsa-miR-500a-5p with sequence UAAUCCUUGCUACCUGGGUGAGA. The protein sequence of the target gene is MGPRQGRWWLLLWLPPLATLPVRGEAAAAALSVRRCKALKEKDLIRTSESDCYCYNQNSQVEWKYIWSTMQVKITSPGLFRIVYIAERHNCQYPENILSFIKCVIHNFWIPKESNEITIIINPYRETVCFSVEPVKKIFNYMIHVNRNIMDFKLFLVFVAGVFLFFYARTLSQSPTFYYSSGTVLGVLMTLVFVLLLVKRFIPKYSTFWALMVGCWFASVYIVCQLMEDLKWLWYENRIYVLGYVLIVGFFSFVVCYKHGPLADDRSRSLLMWMLRLLSLVLVYAGVAVPQFAYAAIILL.... Result: 0 (no interaction). (8) The miRNA is hsa-miR-329-3p with sequence AACACACCUGGUUAACCUCUUU. The protein sequence of the target gene is MQDTVTTSALLDPSHSSVSTQDNSSTGGHTSSTSPQLSKPSITPVPAKSRNPHPRANIRRMRRIIAEDPEWSLAIVPLLTELCIQHIIRNFQKNPILKQMLPEHQQKVLNHLSPDLPLAVTANLIDSENYWLRCCMHRWPVCHVAHHGGSWKRMFFERHLENLLKHFIPGTTDPAVILDLLPLCRNYVRRVHVDQFLPPVQLPAQLRPGDQSDSGSEGEMEEPTVDHYQLGDLVAGLSHLEELDLVYDVKDCGMNFEWNLFLFTYRDCLSLAAAIKACHTLKIFKLTRSKVDDDKARIII.... Result: 1 (interaction).